Dataset: Full USPTO retrosynthesis dataset with 1.9M reactions from patents (1976-2016). Task: Predict the reactants needed to synthesize the given product. (1) Given the product [F:12][C:10]1[CH:9]=[C:8]([F:13])[CH:7]=[C:6]2[C:11]=1[C:2]([N:37]1[C:31]3[C:32](=[N:33][CH:34]=[C:29]([N:26]4[CH2:27][CH2:28][O:23][CH2:24][CH2:25]4)[CH:30]=3)[C:35]3([CH2:42][CH2:41][O:40][CH2:39][CH2:38]3)[CH2:36]1)=[C:3]([CH3:22])[C:4]([C:14]1[CH:19]=[CH:18][N:17]=[C:16]([O:20][CH3:21])[CH:15]=1)=[N:5]2, predict the reactants needed to synthesize it. The reactants are: Cl[C:2]1[C:11]2[C:6](=[CH:7][C:8]([F:13])=[CH:9][C:10]=2[F:12])[N:5]=[C:4]([C:14]2[CH:19]=[CH:18][N:17]=[C:16]([O:20][CH3:21])[CH:15]=2)[C:3]=1[CH3:22].[O:23]1[CH2:28][CH2:27][N:26]([C:29]2[CH:30]=[C:31]3[NH:37][CH2:36][C:35]4([CH2:42][CH2:41][O:40][CH2:39][CH2:38]4)[C:32]3=[N:33][CH:34]=2)[CH2:25][CH2:24]1.CC(C)([O-])C.[Na+]. (2) The reactants are: [CH2:1]([O:13][C:14]1[CH:15]=[C:16]([CH:21]=[C:22]([O:24][CH2:25][CH2:26][CH2:27][CH2:28][CH2:29][CH2:30][CH2:31][CH2:32][CH2:33][CH2:34][CH2:35][CH3:36])[CH:23]=1)[C:17]([O:19]C)=[O:18])[CH2:2][CH2:3][CH2:4][CH2:5][CH2:6][CH2:7][CH2:8][CH2:9][CH2:10][CH2:11][CH3:12].[OH-].[K+]. Given the product [CH2:25]([O:24][C:22]1[CH:21]=[C:16]([CH:15]=[C:14]([O:13][CH2:1][CH2:2][CH2:3][CH2:4][CH2:5][CH2:6][CH2:7][CH2:8][CH2:9][CH2:10][CH2:11][CH3:12])[CH:23]=1)[C:17]([OH:19])=[O:18])[CH2:26][CH2:27][CH2:28][CH2:29][CH2:30][CH2:31][CH2:32][CH2:33][CH2:34][CH2:35][CH3:36], predict the reactants needed to synthesize it. (3) Given the product [ClH:65].[Br:1][C:2]1[C:11]([C:12]2[CH:17]=[CH:16][CH:15]=[CH:14][N:13]=2)=[CH:10][C:9]2[N:8]([CH2:18][C:19]([F:21])([F:22])[F:20])[C:7](=[O:23])[C:6]3[CH:24]=[N:25][NH:26][C:5]=3[C:4]=2[CH:3]=1, predict the reactants needed to synthesize it. The reactants are: [Br:1][C:2]1[C:11]([C:12]2[CH:17]=[CH:16][CH:15]=[CH:14][N:13]=2)=[CH:10][C:9]2[N:8]([CH2:18][C:19]([F:22])([F:21])[F:20])[C:7](=[O:23])[C:6]3[CH:24]=[N:25][N:26](C4CCCCO4)[C:5]=3[C:4]=2[CH:3]=1.BrC1C(C2C=CC=CN=2)=CC2N(CC(F)(F)F)C(=O)C3CN(C4CCCCO4)NC=3C=2C=1.[ClH:65]. (4) Given the product [NH2:6][C:5]1[N:36]([CH:30]2[CH2:35][CH2:34][CH2:33][CH2:32][CH2:31]2)[N:37]=[C:3]([C:9]2[CH:14]=[CH:13][C:12]([O:15][C:16]3[CH:21]=[CH:20][CH:19]=[CH:18][CH:17]=3)=[CH:11][CH:10]=2)[C:4]=1[C:7]#[N:8], predict the reactants needed to synthesize it. The reactants are: CO[C:3]([C:9]1[CH:14]=[CH:13][C:12]([O:15][C:16]2[CH:21]=[CH:20][CH:19]=[CH:18][CH:17]=2)=[CH:11][CH:10]=1)=[C:4]([C:7]#[N:8])[C:5]#[N:6].CCN(CC)CC.Cl.[CH:30]1([NH:36][NH2:37])[CH2:35][CH2:34][CH2:33][CH2:32][CH2:31]1. (5) Given the product [OH:16][C:8]1[CH:7]=[CH:6][C:5]([C@@H:3]([OH:4])[C@@H:2]([NH:1][CH2:23][C:22]2[CH:25]=[C:26]([O:30][CH3:31])[C:27]([O:28][CH3:29])=[C:20]([O:19][CH3:18])[CH:21]=2)[CH3:17])=[CH:10][C:9]=1[NH:11][S:12]([CH3:15])(=[O:14])=[O:13], predict the reactants needed to synthesize it. The reactants are: [NH2:1][C@@H:2]([CH3:17])[C@@H:3]([C:5]1[CH:6]=[CH:7][C:8]([OH:16])=[C:9]([NH:11][S:12]([CH3:15])(=[O:14])=[O:13])[CH:10]=1)[OH:4].[CH3:18][O:19][C:20]1[CH:21]=[C:22]([CH:25]=[C:26]([O:30][CH3:31])[C:27]=1[O:28][CH3:29])[CH:23]=O.